This data is from Full USPTO retrosynthesis dataset with 1.9M reactions from patents (1976-2016). The task is: Predict the reactants needed to synthesize the given product. (1) Given the product [C:27]([C:3]1[C:2]([NH:30][C:31]2[S:35][N:34]=[C:33]([CH3:36])[CH:32]=2)=[CH:7][C:6]([NH:8][C@H:9]([CH2:13][C:14]2[CH:19]=[CH:18][C:17]([C:20]3[CH:25]=[CH:24][N:23]=[CH:22][CH:21]=3)=[CH:16][CH:15]=2)[C:10]([NH2:12])=[O:11])=[C:5]([F:26])[CH:4]=1)#[N:28], predict the reactants needed to synthesize it. The reactants are: Br[C:2]1[C:3]([C:27]#[N:28])=[CH:4][C:5]([F:26])=[C:6]([NH:8][C@H:9]([CH2:13][C:14]2[CH:19]=[CH:18][C:17]([C:20]3[CH:25]=[CH:24][N:23]=[CH:22][CH:21]=3)=[CH:16][CH:15]=2)[C:10]([NH2:12])=[O:11])[CH:7]=1.Cl.[NH2:30][C:31]1[S:35][N:34]=[C:33]([CH3:36])[CH:32]=1.C([O-])([O-])=O.[K+].[K+].C1C=CC(P(C2C(C3C(P(C4C=CC=CC=4)C4C=CC=CC=4)=CC=C4C=3C=CC=C4)=C3C(C=CC=C3)=CC=2)C2C=CC=CC=2)=CC=1. (2) Given the product [C:1]1([C:7]2[O:11][C:10]([CH:12]=[C:20]3[S:14][C:15](=[S:16])[NH:17][C:18]3=[O:19])=[CH:9][CH:8]=2)[CH:2]=[CH:3][CH:4]=[CH:5][CH:6]=1, predict the reactants needed to synthesize it. The reactants are: [C:1]1([C:7]2[O:11][C:10]([CH:12]=O)=[CH:9][CH:8]=2)[CH:6]=[CH:5][CH:4]=[CH:3][CH:2]=1.[S:14]1[CH2:20][C:18](=[O:19])[NH:17][C:15]1=[S:16].N1CCCCC1. (3) Given the product [C:66]([O:65][C:63]([N:57]=[C:56]([NH:55][C:53]([O:52][C:48]([CH3:49])([CH3:50])[CH3:51])=[O:54])[NH:70][CH2:78][CH2:73][CH2:74][CH2:75][NH:76][C:9]([C@@H:10]([NH:11][C:12]([CH2:80][CH2:81][CH2:82][C:83]([OH:85])=[O:84])=[O:14])[CH2:29][C:30]1[CH:31]=[CH:32][CH:33]=[CH:34][CH:35]=1)=[O:36])=[O:64])([CH3:67])([CH3:68])[CH3:69], predict the reactants needed to synthesize it. The reactants are: FC1C(O[C:9](=[O:36])[C@H:10]([CH2:29][C:30]2[CH:35]=[CH:34][CH:33]=[CH:32][CH:31]=2)[NH:11][C:12]([O:14]CC2C3C(=CC=CC=3)C3C2=CC=CC=3)=O)=C(F)C(F)=C(F)C=1F.C(N(CC)CC)C.[C:48]([O:52][C:53]([NH:55][C:56](=[NH:70])[N:57]([C:63]([O:65][C:66]([CH3:69])([CH3:68])[CH3:67])=[O:64])CCCCN)=[O:54])([CH3:51])([CH3:50])[CH3:49].NC[CH:73]1[CH2:78]C[NH:76][CH2:75][CH2:74]1.C1(=O)[O:85][C:83](=[O:84])[CH2:82][CH2:81][CH2:80]1.